The task is: Binary Classification. Given a miRNA mature sequence and a target amino acid sequence, predict their likelihood of interaction.. This data is from Experimentally validated miRNA-target interactions with 360,000+ pairs, plus equal number of negative samples. (1) The miRNA is hsa-miR-548d-3p with sequence CAAAAACCACAGUUUCUUUUGC. The protein sequence of the target gene is MFNKSFGTPFGGSTGGFGTTSTFGQNTGFGTTSGGAFGTSAFGSSNNTGGLFGNSQTKPGGLFGTSSFSQPATSTSTGFGFGTSTGTSNSLFGTASTGTSLFSSQNNAFAQNKPTGFGNFGTSTSSGGLFGTTNTTSNPFGSTSGSLFGPSSFTAAPTGTTIKFNPPTGTDTMVKAGVSTNISTKHQCITAMKEYESKSLEELRLEDYQANRKGPQNQVGGGTTAGLFGSSPATSSATGLFSSSTTNSAFSYGQNKTAFGTSTTGFGTNPGGLFGQQNQQTTSLFSKPFGQATTTPNTGF.... Result: 0 (no interaction). (2) The miRNA is hsa-miR-200b-3p with sequence UAAUACUGCCUGGUAAUGAUGA. The protein sequence of the target gene is MAGRRVNVNVGVLGHIDSGKTALARALSTTASTAAFDKQPQSRERGITLDLGFSCFVVPLPGAEPGSSDTLLQVTLVDCPGHASLIRTIIGGAQIIDLMMLVIDVTKGMQTQSAECLVIGQIACQKLVVVLNKIDLLAEGKRQAAIDKMTKKMQKTLENTKFRGAPIIPVAAKPGGPEAPETEAPQGISELIELLKSQISIPTRDPSGPFLMSVDHCFSIKGQGTVMTGTILSGTISLGDSVEIPALKVVKKVKSMQMFHTPVTSAMQGDRLGICVTQFDPKLLERGLVCAPESLHTVHA.... Result: 0 (no interaction). (3) The miRNA is rno-miR-27b-3p with sequence UUCACAGUGGCUAAGUUCUGC. The protein sequence of the target gene is MGKKSRAVPGRRPILQLSPPGPRGSTPGRDPEPEPDTEPDSTAAVPSQPAPSAATTTTTAVTAAAASDDSPSEDEQEAVQEVPRVVQNPPKPVMTTRPTAVKATGGLCLLGAYADSDDDDNDVSEKLAQSKETNGNQSTDIDSTLANFLAEIDAITAPQPAAPVGASAPPPTPPRPEPKEAATSTLSSSTSNGTDSTQTSGWQYDTQCSLAGVGIEMGDWQEVWDENTGCYYYWNTQTNEVTWELPQYLATQVQGLQHYQPSSVPGAETSFVVNTDIYSKEKTISVSSSKSGPVIAKREV.... Result: 0 (no interaction). (4) The miRNA is hsa-miR-1976 with sequence CCUCCUGCCCUCCUUGCUGU. The protein sequence of the target gene is MVGDTLKLLSPLMTRYFFLLFYSTDSSDLNENQHPLDFDEMAFGKVKSGISFLIQTGVGILGNSFLLCFYNLILFTGHKLRPTDLILSQLALANSMVLFFKGIPQTMAAFGLKYLLNDTGCKFVFYYHRVGTRVSLSTICLLNGFQAIKLNPSICRWMEIKIRSPRFIDFCCLLCWAPHVLMNASVLLLVNGPLNSKNSSAKNNYGYCSYKASKRFSSLHAVLYFSPDFMSLGFMVWASGSMVFFLYRHKQQVQHNHSNRLSCRPSQEARATHTIMVLVSSFFVFYSVHSFLTIWTTVVA.... Result: 1 (interaction). (5) The miRNA is hsa-miR-98-5p with sequence UGAGGUAGUAAGUUGUAUUGUU. The protein sequence of the target gene is MGSRIKQNPETTFEVYVEVAYPRTGGTLSDPEVQRQFPEDYSDQEVLQTLTKFCFPFYVDSLTVSQVGQNFTFVLTDIDSKQRFGFCRLSSGAKSCFCILSYLPWFEVFYKLLNILADYTTKRQENQWNELLETLHKLPIPDPGVSVHLSVHSYFTVPDTRELPSIPENRNLTEYFVAVDVNNMLHLYASMLYERRILIICSKLSTLTACIHGSAAMLYPMYWQHVYIPVLPPHLLDYCCAPMPYLIGIHLSLMEKVRNMALDDVVILNVDTNTLETPFDDLQSLPNDVISSLKNRLKKV.... Result: 1 (interaction).